Dataset: NCI-60 drug combinations with 297,098 pairs across 59 cell lines. Task: Regression. Given two drug SMILES strings and cell line genomic features, predict the synergy score measuring deviation from expected non-interaction effect. (1) Drug 1: C1CCN(CC1)CCOC2=CC=C(C=C2)C(=O)C3=C(SC4=C3C=CC(=C4)O)C5=CC=C(C=C5)O. Drug 2: CN(CC1=CN=C2C(=N1)C(=NC(=N2)N)N)C3=CC=C(C=C3)C(=O)NC(CCC(=O)O)C(=O)O. Cell line: OVCAR-5. Synergy scores: CSS=14.2, Synergy_ZIP=-3.57, Synergy_Bliss=2.17, Synergy_Loewe=-5.89, Synergy_HSA=0.0246. (2) Drug 1: C1CCC(C1)C(CC#N)N2C=C(C=N2)C3=C4C=CNC4=NC=N3. Drug 2: C1=CN(C=N1)CC(O)(P(=O)(O)O)P(=O)(O)O. Cell line: BT-549. Synergy scores: CSS=4.13, Synergy_ZIP=1.18, Synergy_Bliss=6.90, Synergy_Loewe=3.30, Synergy_HSA=3.74. (3) Drug 1: CN(C(=O)NC(C=O)C(C(C(CO)O)O)O)N=O. Drug 2: N.N.Cl[Pt+2]Cl. Cell line: HOP-92. Synergy scores: CSS=45.8, Synergy_ZIP=-3.26, Synergy_Bliss=-3.64, Synergy_Loewe=-5.45, Synergy_HSA=-0.0367. (4) Drug 1: C1=NC(=NC(=O)N1C2C(C(C(O2)CO)O)O)N. Drug 2: CC1=C(C(=CC=C1)Cl)NC(=O)C2=CN=C(S2)NC3=CC(=NC(=N3)C)N4CCN(CC4)CCO. Cell line: A549. Synergy scores: CSS=27.3, Synergy_ZIP=-7.83, Synergy_Bliss=-4.64, Synergy_Loewe=-3.74, Synergy_HSA=-2.26. (5) Drug 1: C1CC(=O)NC(=O)C1N2CC3=C(C2=O)C=CC=C3N. Drug 2: CC(C)(C#N)C1=CC(=CC(=C1)CN2C=NC=N2)C(C)(C)C#N. Cell line: SF-268. Synergy scores: CSS=4.26, Synergy_ZIP=0.266, Synergy_Bliss=1.61, Synergy_Loewe=2.77, Synergy_HSA=1.70.